This data is from Forward reaction prediction with 1.9M reactions from USPTO patents (1976-2016). The task is: Predict the product of the given reaction. (1) Given the reactants CS(C)=O.[C:5](Cl)(=[O:9])[C:6](Cl)=O.[CH2:11]([N:18]1[CH2:23][CH2:22][N:21]([CH2:24][C:25]2[CH:30]=[CH:29][CH:28]=[CH:27][CH:26]=2)[CH2:20][CH:19]1C(O)C)[C:12]1[CH:17]=[CH:16][CH:15]=[CH:14][CH:13]=1.C(N(CC)CC)C.[Cl-].[NH4+], predict the reaction product. The product is: [CH2:11]([N:18]1[CH2:19][CH2:20][N:21]([CH2:24][C:25]2[CH:30]=[CH:29][CH:28]=[CH:27][CH:26]=2)[CH2:22][C@@H:23]1[CH2:6][CH:5]=[O:9])[C:12]1[CH:13]=[CH:14][CH:15]=[CH:16][CH:17]=1. (2) Given the reactants Cl[C:2](Cl)([O:4][C:5](=[O:11])OC(Cl)(Cl)Cl)Cl.[Br:13][C:14]1[CH:15]=[C:16]2[C:21](=[CH:22][CH:23]=1)[CH:20]=C(O)[CH:18]=[CH:17]2.N1C=CC=CC=1.[N:31]12[CH2:39][CH2:38][CH:35]([CH2:36][CH2:37]1)[NH:34][CH2:33][CH2:32]2.CN(C1C=CC=CN=1)C, predict the reaction product. The product is: [Br:13][C:14]1[CH:15]=[C:16]2[C:21](=[CH:22][CH:23]=1)[CH:20]=[C:2]([O:4][C:5]([N:34]1[CH:35]3[CH2:38][CH2:39][N:31]([CH2:37][CH2:36]3)[CH2:32][CH2:33]1)=[O:11])[CH:18]=[CH:17]2. (3) Given the reactants [CH2:1]([O:5][C:6]1[CH:7]=[CH:8][C:9]([CH3:12])=[N:10][CH:11]=1)[CH2:2][CH2:3][CH3:4].ClC1C=C(C=CC=1)C(OO)=[O:18], predict the reaction product. The product is: [CH2:1]([O:5][C:6]1[CH:7]=[CH:8][C:9]([CH3:12])=[N+:10]([O-:18])[CH:11]=1)[CH2:2][CH2:3][CH3:4]. (4) Given the reactants [ClH:1].[NH2:2][C:3]1[N:7]([C:8]2[CH:13]=[CH:12][C:11]([CH:14]([CH3:16])[CH3:15])=[CH:10][CH:9]=2)[N:6]=[CH:5][C:4]=1[N:17]=O.[H][H], predict the reaction product. The product is: [ClH:1].[ClH:1].[NH2:17][C:4]1[CH:5]=[N:6][N:7]([C:8]2[CH:13]=[CH:12][C:11]([CH:14]([CH3:16])[CH3:15])=[CH:10][CH:9]=2)[C:3]=1[NH2:2]. (5) Given the reactants N(OCCC(C)C)=O.[CH:9]1([C:12]2[CH:17]=[CH:16][N:15]=[CH:14][C:13]=2N)[CH2:11][CH2:10]1.[I:19]CI, predict the reaction product. The product is: [CH:9]1([C:12]2[CH:17]=[CH:16][N:15]=[CH:14][C:13]=2[I:19])[CH2:11][CH2:10]1. (6) Given the reactants [C:1]([NH:4][CH:5]1[CH2:10][C:9]2[CH:11]=[CH:12][CH:13]=[C:14]([C:15]([OH:17])=[O:16])[C:8]=2[O:7][B:6]1[OH:18])(=[O:3])[CH3:2].[C:19](=[O:31])([O:24][CH:25]1[CH2:30][CH2:29][CH2:28][CH2:27][CH2:26]1)[O:20][CH:21](Cl)[CH3:22], predict the reaction product. The product is: [CH:25]1([O:24][C:19]([O:20][CH:21]([O:16][C:15]([C:14]2[C:8]3[O:7][B:6]([OH:18])[C@@H:5]([NH:4][C:1](=[O:3])[CH3:2])[CH2:10][C:9]=3[CH:11]=[CH:12][CH:13]=2)=[O:17])[CH3:22])=[O:31])[CH2:30][CH2:29][CH2:28][CH2:27][CH2:26]1.